This data is from Forward reaction prediction with 1.9M reactions from USPTO patents (1976-2016). The task is: Predict the product of the given reaction. (1) Given the reactants [Cl:1][C:2]1[CH:7]=[CH:6][C:5](/[CH:8]=[CH:9]/[C:10]2[CH:11]=[C:12]([N:16]3[C:20]([CH2:21][O:22][CH3:23])=[C:19]([C:24](O)=[O:25])[C:18]([CH2:27][O:28][CH3:29])=[N:17]3)[CH:13]=[CH:14][CH:15]=2)=[CH:4][CH:3]=1.[N:30]1([CH:35]2[CH2:40][CH2:39][NH:38][CH2:37][CH2:36]2)[CH2:34][CH2:33][CH2:32][CH2:31]1, predict the reaction product. The product is: [Cl:1][C:2]1[CH:7]=[CH:6][C:5](/[CH:8]=[CH:9]/[C:10]2[CH:11]=[C:12]([N:16]3[C:20]([CH2:21][O:22][CH3:23])=[C:19]([C:24]([N:38]4[CH2:39][CH2:40][CH:35]([N:30]5[CH2:34][CH2:33][CH2:32][CH2:31]5)[CH2:36][CH2:37]4)=[O:25])[C:18]([CH2:27][O:28][CH3:29])=[N:17]3)[CH:13]=[CH:14][CH:15]=2)=[CH:4][CH:3]=1. (2) The product is: [ClH:37].[F:1][C:2]1[CH:3]=[CH:4][C:5]([CH2:8][CH2:9][C:10]2[CH:15]=[CH:14][N:13]([C:16]3[CH:21]=[CH:20][C:19]4[C:22]5[CH2:27][CH2:26][NH:25][CH2:24][C:23]=5[S:35][C:18]=4[CH:17]=3)[C:12](=[O:36])[CH:11]=2)=[N:6][CH:7]=1. Given the reactants [F:1][C:2]1[CH:3]=[CH:4][C:5]([CH2:8][CH2:9][C:10]2[CH:15]=[CH:14][N:13]([C:16]3[CH:21]=[CH:20][C:19]4[C:22]5[CH2:27][CH2:26][N:25](C(OC(C)(C)C)=O)[CH2:24][C:23]=5[S:35][C:18]=4[CH:17]=3)[C:12](=[O:36])[CH:11]=2)=[N:6][CH:7]=1.[ClH:37], predict the reaction product. (3) Given the reactants C[Si](C)(C)CCOC[N:7]1[C:11]2=[N:12][CH:13]=[CH:14][CH:15]=[C:10]2[C:9]([CH:16]2[CH2:21][CH2:20][N:19](C(OC(C)(C)C)=O)[CH2:18][CH2:17]2)=[N:8]1.[ClH:31], predict the reaction product. The product is: [ClH:31].[NH:19]1[CH2:18][CH2:17][CH:16]([C:9]2[C:10]3[C:11](=[N:12][CH:13]=[CH:14][CH:15]=3)[NH:7][N:8]=2)[CH2:21][CH2:20]1. (4) Given the reactants C[O:2][C:3](=[O:33])[CH2:4][CH2:5][C:6]1[CH:11]=[CH:10][C:9]([O:12][C:13]2[CH:18]=[CH:17][C:16]([CH:19]([NH:25][C:26]([O:28][C:29]([CH3:32])([CH3:31])[CH3:30])=[O:27])[C:20](=[O:24])[N:21]([CH3:23])[CH3:22])=[CH:15][CH:14]=2)=[CH:8][CH:7]=1.[OH-].[Li+], predict the reaction product. The product is: [C:29]([O:28][C:26]([NH:25][CH:19]([C:20](=[O:24])[N:21]([CH3:23])[CH3:22])[C:16]1[CH:17]=[CH:18][C:13]([O:12][C:9]2[CH:10]=[CH:11][C:6]([CH2:5][CH2:4][C:3]([OH:33])=[O:2])=[CH:7][CH:8]=2)=[CH:14][CH:15]=1)=[O:27])([CH3:31])([CH3:30])[CH3:32]. (5) Given the reactants [F:1][C:2]([F:7])([F:6])[CH2:3][CH2:4]I.[CH:8]1([C:11]2[CH:12]=[C:13]([CH:16]=[C:17]([OH:20])[C:18]=2[I:19])[CH:14]=[O:15])[CH2:10][CH2:9]1.C(=O)([O-])[O-].[K+].[K+].CN(C=O)C, predict the reaction product. The product is: [CH:8]1([C:11]2[CH:12]=[C:13]([CH:16]=[C:17]([O:20][CH2:4][CH2:3][C:2]([F:7])([F:6])[F:1])[C:18]=2[I:19])[CH:14]=[O:15])[CH2:9][CH2:10]1. (6) Given the reactants [Br:1][C:2]1[CH:7]=[CH:6][C:5]([CH:8]([C:20]2[CH:25]=[CH:24][CH:23]=[CH:22][C:21]=2[CH3:26])[CH2:9][C:10]([C:12]2[CH:17]=[C:16]([Cl:18])[CH:15]=[CH:14][C:13]=2[Cl:19])=O)=[CH:4][CH:3]=1.Cl.[NH2:28][OH:29].C([O-])(O)=O.[Na+], predict the reaction product. The product is: [Br:1][C:2]1[CH:7]=[CH:6][C:5]([CH:8]([C:20]2[CH:25]=[CH:24][CH:23]=[CH:22][C:21]=2[CH3:26])[CH2:9][C:10]([C:12]2[CH:17]=[C:16]([Cl:18])[CH:15]=[CH:14][C:13]=2[Cl:19])=[N:28][OH:29])=[CH:4][CH:3]=1. (7) Given the reactants Br[C:2]1[CH:3]=[C:4]([CH:9]=[CH:10][C:11]=1[Cl:12])[C:5]([O:7][CH3:8])=[O:6].[C:13]([C:15]1[CH:20]=[CH:19][CH:18]=[CH:17][N:16]=1)#[CH:14].C(N(CC)CC)C, predict the reaction product. The product is: [Cl:12][C:11]1[CH:10]=[CH:9][C:4]([C:5]([O:7][CH3:8])=[O:6])=[CH:3][C:2]=1[C:14]#[C:13][C:15]1[CH:20]=[CH:19][CH:18]=[CH:17][N:16]=1.